This data is from Reaction yield outcomes from USPTO patents with 853,638 reactions. The task is: Predict the reaction yield, written as a fraction of the theoretical maximum amount of product (1.0 means a 100% yield; for example, 0.34 means a 34% yield). (1) The reactants are Br[C:2]1[CH:3]=[CH:4][C:5]2[C:9]3[CH2:10][N:11]([C:15]([O:17][C:18]([CH3:21])([CH3:20])[CH3:19])=[O:16])[CH2:12][CH2:13][CH2:14][C:8]=3[N:7]([CH3:22])[C:6]=2[N:23]=1.[F:24][C:25]1[CH:26]=[CH:27][C:28]([CH2:31][O:32][C:33]2[CH:38]=[CH:37][NH:36][C:35](=[O:39])[CH:34]=2)=[N:29][CH:30]=1.C([O-])([O-])=O.[Cs+].[Cs+].OC1C=CC=C2C=1N=CC=C2. The catalyst is CS(C)=O.[Cu](I)I. The product is [F:24][C:25]1[CH:26]=[CH:27][C:28]([CH2:31][O:32][C:33]2[CH:38]=[CH:37][N:36]([C:2]3[CH:3]=[CH:4][C:5]4[C:9]5[CH2:10][N:11]([C:15]([O:17][C:18]([CH3:21])([CH3:20])[CH3:19])=[O:16])[CH2:12][CH2:13][CH2:14][C:8]=5[N:7]([CH3:22])[C:6]=4[N:23]=3)[C:35](=[O:39])[CH:34]=2)=[N:29][CH:30]=1. The yield is 0.450. (2) The reactants are [NH2:1][CH2:2][CH:3]1[CH2:8][CH2:7][CH2:6][N:5]([C:9]2[C:18]3[C:13](=[CH:14][CH:15]=[CH:16][CH:17]=3)[C:12]([C:19]#[N:20])=[CH:11][CH:10]=2)[CH2:4]1.C(N(CC)CC)C.[C:28](Cl)(=[O:30])[CH3:29]. The catalyst is ClCCl.C(OCC)(=O)C. The product is [C:19]([C:12]1[C:13]2[C:18](=[CH:17][CH:16]=[CH:15][CH:14]=2)[C:9]([N:5]2[CH2:6][CH2:7][CH2:8][CH:3]([CH2:2][NH:1][C:28](=[O:30])[CH3:29])[CH2:4]2)=[CH:10][CH:11]=1)#[N:20]. The yield is 0.560. (3) The product is [CH3:13][O:14][C:15]([C:17]1[CH:27]=[C:26]([O:28][C:8]2[CH:7]=[N:6][C:5]([C:3](=[O:4])[N:2]([CH3:12])[CH3:1])=[CH:10][CH:9]=2)[C:20]2[CH2:21][C:22]([CH3:25])([CH3:24])[O:23][C:19]=2[CH:18]=1)=[O:16]. The yield is 0.130. The reactants are [CH3:1][N:2]([CH3:12])[C:3]([C:5]1[CH:10]=[CH:9][C:8](Br)=[CH:7][N:6]=1)=[O:4].[CH3:13][O:14][C:15]([C:17]1[CH:27]=[C:26]([OH:28])[C:20]2[CH2:21][C:22]([CH3:25])([CH3:24])[O:23][C:19]=2[CH:18]=1)=[O:16].[O-]P([O-])([O-])=O.[K+].[K+].[K+]. The catalyst is C1(C)C=CC=CC=1.CC([O-])=O.CC([O-])=O.[Pd+2]. (4) The reactants are [Cl:1][C:2]1[C:7]([O:8][CH3:9])=[CH:6][C:5]([C:10]2[C:14](N)=[C:13]([C:16]([O:18][CH3:19])=[O:17])[S:12][N:11]=2)=[C:4]([F:20])[CH:3]=1.N(OC(C)(C)C)=O. The catalyst is C(#N)C. The product is [Cl:1][C:2]1[C:7]([O:8][CH3:9])=[CH:6][C:5]([C:10]2[CH:14]=[C:13]([C:16]([O:18][CH3:19])=[O:17])[S:12][N:11]=2)=[C:4]([F:20])[CH:3]=1. The yield is 0.290. (5) The reactants are [F:1][C:2]1[CH:7]=[C:6]([CH3:8])[CH:5]=[CH:4][C:3]=1[NH2:9].C1(P(C2C=CC=CC=2)C2(P(C3C=CC=CC=3)C3C=CC=CC=3)CC=C3C(C=CC=C3)=C2C2C3C(=CC=CC=3)C=CC=2)C=CC=CC=1.C(=O)([O-])[O-].[Cs+].[Cs+].[CH2:62]([O:64][C:65]([C:67]1[C:72](Cl)=[C:71]([CH3:74])[C:70](=[O:75])[N:69]([CH3:76])[C:68]=1[CH3:77])=[O:66])[CH3:63]. The catalyst is C1(C)C=CC=CC=1.CCOC(C)=O.C([O-])(=O)C.[Pd+2].C([O-])(=O)C. The product is [CH2:62]([O:64][C:65]([C:67]1[C:72]([NH:9][C:3]2[CH:4]=[CH:5][C:6]([CH3:8])=[CH:7][C:2]=2[F:1])=[C:71]([CH3:74])[C:70](=[O:75])[N:69]([CH3:76])[C:68]=1[CH3:77])=[O:66])[CH3:63]. The yield is 0.710. (6) The reactants are [CH2:1]1[C@@H:5]2[C@@H:6]3[C:11](=[O:12])[O:10][C:8](=[O:9])[C@@H:7]3[C@H:2]1[CH:3]=[CH:4]2.C1(C)C=CC=CC=1.COC1C=CC2N=CC=C([C@@H](O)[C@H]3N4C[C@H](C=C)[C@@H](CC4)C3)C=2C=1.[CH3:44][OH:45]. The catalyst is C(Cl)(Cl)(Cl)Cl. The product is [CH3:44][O:45][C:11]([C@@H:6]1[C@@H:5]2[CH2:1][C@@H:2]([CH:3]=[CH:4]2)[C@@H:7]1[C:8]([OH:10])=[O:9])=[O:12]. The yield is 0.990.